Dataset: CYP2D6 inhibition data for predicting drug metabolism from PubChem BioAssay. Task: Regression/Classification. Given a drug SMILES string, predict its absorption, distribution, metabolism, or excretion properties. Task type varies by dataset: regression for continuous measurements (e.g., permeability, clearance, half-life) or binary classification for categorical outcomes (e.g., BBB penetration, CYP inhibition). Dataset: cyp2d6_veith. The molecule is CCOC(=O)C1=NNC2(c3ccc(Cl)cc3)C(=O)N(c3cc(C)cc(C)c3)C(=O)C12. The result is 0 (non-inhibitor).